From a dataset of Reaction yield outcomes from USPTO patents with 853,638 reactions. Predict the reaction yield, written as a fraction of the theoretical maximum amount of product (1.0 means a 100% yield; for example, 0.34 means a 34% yield). (1) The reactants are [N:1]1([C:7](Cl)=[O:8])[CH2:6][CH2:5][CH2:4][CH2:3][CH2:2]1.[F:10][C:11]1[CH:12]=[CH:13][C:14]([NH:17][NH2:18])=[N:15][CH:16]=1.CCN(C(C)C)C(C)C. The catalyst is C(Cl)Cl. The product is [F:10][C:11]1[CH:12]=[CH:13][C:14]([NH:17][NH:18][C:7]([N:1]2[CH2:6][CH2:5][CH2:4][CH2:3][CH2:2]2)=[O:8])=[N:15][CH:16]=1. The yield is 0.840. (2) The reactants are CC(C)([O-])C.[K+].[C:7]([O:10][CH2:11][CH2:12][CH:13]([CH3:17])[CH2:14][CH:15]=O)(=[O:9])[CH3:8].[CH2:18]1[CH2:22]O[CH2:20][CH2:19]1. The catalyst is [Br-].C([P+](C1C=CC=CC=1)(C1C=CC=CC=1)C1C=CC=CC=1)CCC. The product is [C:7]([O:10][CH2:11][CH2:12][CH:13]([CH3:17])[CH2:14]/[CH:15]=[CH:22]\[CH2:18][CH2:19][CH3:20])(=[O:9])[CH3:8]. The yield is 0.780. (3) The reactants are [CH3:1][O:2][C:3]1[C:12]([C:13]([O:15]CC)=[O:14])=[C:11]([O:18][CH3:19])[C:10]2[C:5](=[CH:6][CH:7]=[CH:8][CH:9]=2)[N:4]=1.Cl. The catalyst is [OH-].[Na+]. The product is [CH3:1][O:2][C:3]1[C:12]([C:13]([OH:15])=[O:14])=[C:11]([O:18][CH3:19])[C:10]2[C:5](=[CH:6][CH:7]=[CH:8][CH:9]=2)[N:4]=1. The yield is 0.500. (4) The reactants are [Cl-].[CH:2]1([NH:5][C:6]([C:8]2([NH2+:11][CH3:12])[CH2:10][CH2:9]2)=[O:7])[CH2:4][CH2:3]1.[CH3:13][N:14]1[C:26]2[CH2:25][CH2:24][CH:23]([CH:27]3[CH2:32][CH2:31][O:30][CH2:29][CH2:28]3)[CH2:22][C:21]=2[C:20]2[C:15]1=[CH:16][CH:17]=[C:18]([C:33](O)=[O:34])[CH:19]=2.CCN(C(C)C)C(C)C.CN(C(ON1N=NC2C=CC=NC1=2)=[N+](C)C)C.F[P-](F)(F)(F)(F)F. The catalyst is CN(C=O)C. The product is [CH:2]1([NH:5][C:6]([C:8]2([N:11]([CH3:12])[C:33]([C:18]3[CH:17]=[C:16]4[C:15](=[CH:20][CH:19]=3)[N:14]([CH3:13])[C:26]3[CH2:21][CH2:22][CH:23]([CH:27]5[CH2:32][CH2:31][O:30][CH2:29][CH2:28]5)[CH2:24][C:25]4=3)=[O:34])[CH2:9][CH2:10]2)=[O:7])[CH2:4][CH2:3]1. The yield is 0.0300. (5) The reactants are [CH3:1][S:2]([C:5]1[CH:13]=[CH:12][C:8]([C:9]([OH:11])=O)=[CH:7][CH:6]=1)(=[O:4])=[O:3].[F:14][C:15]1[CH:20]=[CH:19][C:18]([CH:21]([C:25]2[CH:30]=[CH:29][C:28]([F:31])=[CH:27][CH:26]=2)[CH2:22][CH2:23][NH2:24])=[CH:17][CH:16]=1. No catalyst specified. The product is [F:14][C:15]1[CH:20]=[CH:19][C:18]([CH:21]([C:25]2[CH:26]=[CH:27][C:28]([F:31])=[CH:29][CH:30]=2)[CH2:22][CH2:23][NH:24][C:9](=[O:11])[C:8]2[CH:7]=[CH:6][C:5]([S:2]([CH3:1])(=[O:3])=[O:4])=[CH:13][CH:12]=2)=[CH:17][CH:16]=1. The yield is 0.841.